Task: Predict the product of the given reaction.. Dataset: Forward reaction prediction with 1.9M reactions from USPTO patents (1976-2016) (1) The product is: [Cl:16][C:17]1[CH:22]=[CH:21][C:20]([NH:23][C:24](=[O:42])[CH2:25][CH2:26][C:27]2[CH:28]=[C:29]([CH:30]=[CH:31][CH:32]=2)[O:33][C:34]2[CH:39]=[CH:38][N:37]=[C:36]([CH2:40][NH:41][C:9](=[O:10])[O:11][C:12]([CH3:13])([CH3:14])[CH3:15])[CH:35]=2)=[CH:19][C:18]=1[C:43]([F:46])([F:44])[F:45]. Given the reactants [CH3:13][C:12]([O:11][C:9](O[C:9]([O:11][C:12]([CH3:15])([CH3:14])[CH3:13])=[O:10])=[O:10])([CH3:15])[CH3:14].[Cl:16][C:17]1[CH:22]=[CH:21][C:20]([NH:23][C:24](=[O:42])[CH2:25][CH2:26][C:27]2[CH:32]=[CH:31][CH:30]=[C:29]([O:33][C:34]3[CH:39]=[CH:38][N:37]=[C:36]([C:40]#[N:41])[CH:35]=3)[CH:28]=2)=[CH:19][C:18]=1[C:43]([F:46])([F:45])[F:44], predict the reaction product. (2) Given the reactants [C:1]1([CH3:11])[CH:6]=[CH:5][C:4]([S:7]([OH:10])(=[O:9])=[O:8])=[CH:3][CH:2]=1.[CH:12]1([NH:15][C:16](=[O:44])[C:17]2[CH:22]=[CH:21][C:20]([CH3:23])=[C:19]([N:24]3[C:33](=[O:34])[C:32]4[C:27](=[CH:28][CH:29]=[C:30]([N:35]5[CH2:40][CH2:39][N:38]([CH:41]([CH3:43])[CH3:42])[CH2:37][CH2:36]5)[CH:31]=4)[N:26]=[CH:25]3)[CH:18]=2)[CH2:14][CH2:13]1, predict the reaction product. The product is: [C:1]1([CH3:11])[CH:2]=[CH:3][C:4]([S:7]([OH:10])(=[O:8])=[O:9])=[CH:5][CH:6]=1.[CH:12]1([NH:15][C:16](=[O:44])[C:17]2[CH:22]=[CH:21][C:20]([CH3:23])=[C:19]([N:24]3[C:33](=[O:34])[C:32]4[C:27](=[CH:28][CH:29]=[C:30]([N:35]5[CH2:36][CH2:37][N:38]([CH:41]([CH3:42])[CH3:43])[CH2:39][CH2:40]5)[CH:31]=4)[N:26]=[CH:25]3)[CH:18]=2)[CH2:14][CH2:13]1. (3) Given the reactants [N+:1]([C:4]1[CH:8]=[C:7]([C:9]([OH:11])=[O:10])[NH:6][N:5]=1)([O-:3])=[O:2].S(Cl)(Cl)=O.[CH2:16](O)[CH3:17], predict the reaction product. The product is: [N+:1]([C:4]1[CH:8]=[C:7]([C:9]([O:11][CH2:16][CH3:17])=[O:10])[NH:6][N:5]=1)([O-:3])=[O:2]. (4) The product is: [Si:22]([O:12][CH2:11][C:9]1[CH:8]=[CH:7][C:6]2[O:1][CH2:2][CH2:3][NH:4][C:5]=2[CH:10]=1)([C:18]([CH3:21])([CH3:20])[CH3:19])([CH3:24])[CH3:23]. Given the reactants [O:1]1[C:6]2[CH:7]=[CH:8][C:9]([CH2:11][OH:12])=[CH:10][C:5]=2[NH:4][CH2:3][CH2:2]1.N1C=CN=C1.[C:18]([Si:22](Cl)([CH3:24])[CH3:23])([CH3:21])([CH3:20])[CH3:19].O, predict the reaction product. (5) The product is: [CH:1]1([C:7]2[CH:20]=[CH:19][C:10]([O:11][CH2:12][CH:13]3[O:17][C:16]4=[N:18][C:21](=[O:25])[CH:22]=[C:23]([CH3:24])[N:15]4[CH2:14]3)=[CH:9][CH:8]=2)[CH2:2][CH2:3][CH2:4][CH2:5][CH2:6]1. Given the reactants [CH:1]1([C:7]2[CH:20]=[CH:19][C:10]([O:11][CH2:12][CH:13]3[O:17][C:16]([NH2:18])=[N:15][CH2:14]3)=[CH:9][CH:8]=2)[CH2:6][CH2:5][CH2:4][CH2:3][CH2:2]1.[C:21](OCC)(=[O:25])[C:22]#[C:23][CH3:24], predict the reaction product. (6) The product is: [C:19]([CH:5]1[CH2:6][C:2]([CH3:1])([C:13]([O:15][CH3:16])=[O:14])[C:3](=[O:12])[CH:4]1[CH2:7][CH2:8][CH2:9][CH2:10][CH3:11])#[N:20]. Given the reactants [CH3:1][C:2]1([C:13]([O:15][CH3:16])=[O:14])[CH2:6][CH:5]=[C:4]([CH2:7][CH2:8][CH2:9][CH2:10][CH3:11])[C:3]1=[O:12].CC(C)(O)[C:19]#[N:20], predict the reaction product. (7) Given the reactants Cl[C:2]1[O:3][C:4]2[CH:10]=[CH:9][C:8]([C:11]#[N:12])=[CH:7][C:5]=2[N:6]=1.C(N(C(C)C)C(C)C)C.[C:22]([O:26][C:27]([N:29]1[CH2:34][CH2:33][CH:32]([NH2:35])[CH2:31][CH2:30]1)=[O:28])([CH3:25])([CH3:24])[CH3:23].Cl, predict the reaction product. The product is: [C:22]([O:26][C:27]([N:29]1[CH2:34][CH2:33][CH:32]([NH:35][C:2]2[O:3][C:4]3[CH:10]=[CH:9][C:8]([C:11]#[N:12])=[CH:7][C:5]=3[N:6]=2)[CH2:31][CH2:30]1)=[O:28])([CH3:25])([CH3:23])[CH3:24].